From a dataset of Serine/threonine kinase 33 screen with 319,792 compounds. Binary Classification. Given a drug SMILES string, predict its activity (active/inactive) in a high-throughput screening assay against a specified biological target. The molecule is S(c1n(c(nn1)c1ncccc1)C)CC(=O)c1ccccc1. The result is 0 (inactive).